Dataset: Forward reaction prediction with 1.9M reactions from USPTO patents (1976-2016). Task: Predict the product of the given reaction. (1) The product is: [CH:1]([O:5][C:6]1[CH:14]=[CH:13][C:12]([S:15]([CH3:18])(=[O:17])=[O:16])=[CH:11][C:7]=1[C:8]([N:22]1[CH2:23][CH2:24][N:19]([C:25]2[S:26][C:27]([C:30]#[N:31])=[CH:28][N:29]=2)[CH2:20][CH2:21]1)=[O:10])([CH2:3][CH3:4])[CH3:2]. Given the reactants [CH:1]([O:5][C:6]1[CH:14]=[CH:13][C:12]([S:15]([CH3:18])(=[O:17])=[O:16])=[CH:11][C:7]=1[C:8]([OH:10])=O)([CH2:3][CH3:4])[CH3:2].[N:19]1([C:25]2[S:26][C:27]([C:30]#[N:31])=[CH:28][N:29]=2)[CH2:24][CH2:23][NH:22][CH2:21][CH2:20]1, predict the reaction product. (2) The product is: [NH2:13][CH2:12][C@@H:11]([NH:16][C:17]([O:19][C:20]([CH3:23])([CH3:22])[CH3:21])=[O:18])[CH2:10][CH2:9][CH2:8][NH:7][C:6](=[O:24])[O:5][C:1]([CH3:4])([CH3:3])[CH3:2]. Given the reactants [C:1]([O:5][C:6](=[O:24])[NH:7][CH2:8][CH2:9][CH2:10][C@H:11]([NH:16][C:17]([O:19][C:20]([CH3:23])([CH3:22])[CH3:21])=[O:18])[CH2:12][N:13]=[N+]=[N-])([CH3:4])([CH3:3])[CH3:2], predict the reaction product. (3) Given the reactants C([O:3][C:4](=O)[C:5]([F:24])([F:23])[CH2:6][N:7]([C:13]1[C:18]([N+:19]([O-])=O)=[CH:17][N:16]=[C:15]([Cl:22])[N:14]=1)[CH:8]1[CH2:12][CH2:11][CH2:10][CH2:9]1)C, predict the reaction product. The product is: [Cl:22][C:15]1[N:16]=[CH:17][C:18]2[NH:19][C:4](=[O:3])[C:5]([F:24])([F:23])[CH2:6][N:7]([CH:8]3[CH2:12][CH2:11][CH2:10][CH2:9]3)[C:13]=2[N:14]=1. (4) Given the reactants [C:1]([N:4]1[C:13]2[C:8](=[CH:9][C:10]([C:14]3[CH:19]=[CH:18][C:17]([CH2:20][CH2:21][C:22]([OH:24])=O)=[CH:16][CH:15]=3)=[CH:11][CH:12]=2)[C@H:7]([NH:25][C:26]2[CH:31]=[CH:30][C:29]([C:32]#[N:33])=[CH:28][N:27]=2)[CH2:6][C@@H:5]1[CH3:34])(=[O:3])[CH3:2].[CH3:35][N:36]([CH3:40])[CH2:37][CH2:38][NH2:39].CN(C(ON1N=NC2C=CC=NC1=2)=[N+](C)C)C.F[P-](F)(F)(F)(F)F.CCN(C(C)C)C(C)C, predict the reaction product. The product is: [C:1]([N:4]1[C:13]2[C:8](=[CH:9][C:10]([C:14]3[CH:19]=[CH:18][C:17]([CH2:20][CH2:21][C:22]([NH:39][CH2:38][CH2:37][N:36]([CH3:40])[CH3:35])=[O:24])=[CH:16][CH:15]=3)=[CH:11][CH:12]=2)[C@H:7]([NH:25][C:26]2[CH:31]=[CH:30][C:29]([C:32]#[N:33])=[CH:28][N:27]=2)[CH2:6][C@@H:5]1[CH3:34])(=[O:3])[CH3:2]. (5) Given the reactants [CH2:1]([O:3][C:4]([C:6]1[C:7]2[S:14][CH:13]=[C:12]([CH2:15][O:16][C:17]3[CH:22]=[CH:21][CH:20]=[C:19]([NH2:23])[CH:18]=3)[C:8]=2[CH:9]=[N:10][CH:11]=1)=[O:5])[CH3:2].C(N(C(C)C)CC)(C)C.[F:33][C:34]1[CH:42]=[CH:41][C:37]([C:38](Cl)=[O:39])=[CH:36][CH:35]=1, predict the reaction product. The product is: [CH2:1]([O:3][C:4]([C:6]1[C:7]2[S:14][CH:13]=[C:12]([CH2:15][O:16][C:17]3[CH:22]=[CH:21][CH:20]=[C:19]([NH:23][C:38](=[O:39])[C:37]4[CH:41]=[CH:42][C:34]([F:33])=[CH:35][CH:36]=4)[CH:18]=3)[C:8]=2[CH:9]=[N:10][CH:11]=1)=[O:5])[CH3:2]. (6) Given the reactants [Cl:1][C:2]1[C:10]2[S:9][C:8](=[N:11][C:12](=[O:20])[C:13]3[CH:18]=[CH:17][CH:16]=[C:15]([Cl:19])[CH:14]=3)[NH:7][C:6]=2[CH:5]=[C:4]([C:21]([F:24])([F:23])[F:22])[CH:3]=1.Br[CH:26]([CH3:32])[C:27]([O:29]CC)=[O:28].FC1C2SC(=NC(=O)C3C=CC=C(Cl)C=3)NC=2C=CC=1OC.BrCC(OCC)=O, predict the reaction product. The product is: [Cl:1][C:2]1[C:10]2[S:9][C:8](=[N:11][C:12](=[O:20])[C:13]3[CH:18]=[CH:17][CH:16]=[C:15]([Cl:19])[CH:14]=3)[N:7]([CH:26]([CH3:32])[C:27]([OH:29])=[O:28])[C:6]=2[CH:5]=[C:4]([C:21]([F:22])([F:24])[F:23])[CH:3]=1. (7) Given the reactants [N+:1]([C:4]1[CH:15]=[CH:14][C:7]2[N:8]=[C:9]([NH2:13])[N:10]=[N+:11]([O-:12])[C:6]=2[CH:5]=1)([O-:3])=[O:2].[F:16][C:17]([F:28])([F:27])[C:18](O[C:18](=[O:19])[C:17]([F:28])([F:27])[F:16])=[O:19], predict the reaction product. The product is: [N+:1]([C:4]1[CH:15]=[CH:14][C:7]2[N:8]=[C:9]([NH:13][C:18](=[O:19])[C:17]([F:28])([F:27])[F:16])[N:10]=[N+:11]([O-:12])[C:6]=2[CH:5]=1)([O-:3])=[O:2]. (8) Given the reactants N1CCCCC1.FC(F)OC1C(OC)=CC(C=O)=CC=1OC.C(CC(N[C:30]1[CH:38]=[CH:37][CH:36]=[CH:35][C:31]=1[C:32]([OH:34])=[O:33])=O)(O)=O, predict the reaction product. The product is: [C:32]([OH:34])(=[O:33])[C:31]1[CH:35]=[CH:36][CH:37]=[CH:38][CH:30]=1. (9) Given the reactants [NH2:1][C:2](=[O:16])[C:3]([NH:6][C:7](=O)[C:8]1[CH:13]=[CH:12][C:11]([Br:14])=[CH:10][CH:9]=1)([CH3:5])[CH3:4].[OH-].[Na+], predict the reaction product. The product is: [Br:14][C:11]1[CH:12]=[CH:13][C:8]([C:7]2[NH:1][C:2](=[O:16])[C:3]([CH3:5])([CH3:4])[N:6]=2)=[CH:9][CH:10]=1.